Dataset: Forward reaction prediction with 1.9M reactions from USPTO patents (1976-2016). Task: Predict the product of the given reaction. (1) The product is: [CH3:36][C:30]1[CH:31]=[C:32]([CH3:35])[CH:33]=[CH:34][C:29]=1[N:26]1[CH2:25][CH2:24][N:23]([C:21]([C:9]2[CH:10]=[CH:11][C:12]([N:14]3[CH2:18][CH2:17][CH2:16][S:15]3(=[O:20])=[O:19])=[CH:13][C:8]=2[NH:7][CH3:6])=[O:22])[CH2:28][CH2:27]1. Given the reactants C(O[C:6](=O)[NH:7][C:8]1[CH:13]=[C:12]([N:14]2[CH2:18][CH2:17][CH2:16][S:15]2(=[O:20])=[O:19])[CH:11]=[CH:10][C:9]=1[C:21]([N:23]1[CH2:28][CH2:27][N:26]([C:29]2[CH:34]=[CH:33][C:32]([CH3:35])=[CH:31][C:30]=2[CH3:36])[CH2:25][CH2:24]1)=[O:22])(C)(C)C.[H-].[Na+].CI.O, predict the reaction product. (2) Given the reactants [C:1]([O:5][C:6](=[O:18])[NH:7][CH2:8][C:9]1[CH:14]=[C:13]([Br:15])[C:12]([OH:16])=[C:11]([NH2:17])[CH:10]=1)([CH3:4])([CH3:3])[CH3:2].[Cl-].Cl[C:21](=[N+:23]([CH3:25])[CH3:24])Cl, predict the reaction product. The product is: [C:1]([O:5][C:6](=[O:18])[NH:7][CH2:8][C:9]1[CH:14]=[C:13]([Br:15])[C:12]2[O:16][C:21]([N:23]([CH3:25])[CH3:24])=[N:17][C:11]=2[CH:10]=1)([CH3:4])([CH3:2])[CH3:3]. (3) Given the reactants [CH2:1]([Mg]Br)[CH3:2].[C:5]([C:9]1[CH:14]=[CH:13][C:12]([CH2:15][C:16]([N:18]2[CH2:27][CH2:26][C:25]3[C:20](=[CH:21][CH:22]=[C:23]([S:28]([N:31]([C:41]4[CH:46]=[CH:45][C:44]([CH2:47][CH2:48][CH2:49][CH:50]5[CH2:54][CH2:53][CH2:52][CH2:51]5)=[CH:43][C:42]=4[F:55])[CH2:32][C:33]4[CH:38]=[CH:37][C:36]([O:39][CH3:40])=[CH:35][CH:34]=4)(=[O:30])=[O:29])[CH:24]=3)[CH2:19]2)=O)=[CH:11][CH:10]=1)([CH3:8])([CH3:7])[CH3:6].O.[Cl-].[NH4+], predict the reaction product. The product is: [C:5]([C:9]1[CH:14]=[CH:13][C:12]([CH2:15][C:16]2([N:18]3[CH2:27][CH2:26][C:25]4[C:20](=[CH:21][CH:22]=[C:23]([S:28]([N:31]([C:41]5[CH:46]=[CH:45][C:44]([CH2:47][CH2:48][CH2:49][CH:50]6[CH2:54][CH2:53][CH2:52][CH2:51]6)=[CH:43][C:42]=5[F:55])[CH2:32][C:33]5[CH:34]=[CH:35][C:36]([O:39][CH3:40])=[CH:37][CH:38]=5)(=[O:29])=[O:30])[CH:24]=4)[CH2:19]3)[CH2:2][CH2:1]2)=[CH:11][CH:10]=1)([CH3:8])([CH3:7])[CH3:6]. (4) Given the reactants [NH:1]1[C:5]2[CH:6]=[CH:7][C:8]([C:10]([OH:12])=O)=[CH:9][C:4]=2[N:3]=[CH:2]1.[C:13]1([C:18]2[CH:19]=[CH:20][C:21]3[CH2:22][C@H:23]4[C@@H:28]([C:29]=3[CH:30]=2)[CH2:27][CH2:26][CH2:25][NH:24]4)[CH2:17][CH2:16][CH2:15][CH:14]=1, predict the reaction product. The product is: [N:1]1[C:5]2[CH:6]=[CH:7][C:8]([C:10]([N:24]3[CH2:25][CH2:26][CH2:27][C@@H:28]4[C:29]5[CH:30]=[C:18]([C:13]6[CH2:17][CH2:16][CH2:15][CH:14]=6)[CH:19]=[CH:20][C:21]=5[CH2:22][C@H:23]34)=[O:12])=[CH:9][C:4]=2[NH:3][CH:2]=1. (5) Given the reactants FC(F)(F)C([NH:5][C:6]1[CH:11]=[CH:10][C:9]([C:12]2([CH3:16])[CH2:15][CH2:14][CH2:13]2)=[CH:8][C:7]=1[N+:17]([O-:19])=[O:18])=O.CO.C(=O)([O-])[O-].[K+].[K+].O, predict the reaction product. The product is: [CH3:16][C:12]1([C:9]2[CH:10]=[CH:11][C:6]([NH2:5])=[C:7]([N+:17]([O-:19])=[O:18])[CH:8]=2)[CH2:13][CH2:14][CH2:15]1.